Predict the product of the given reaction. From a dataset of Forward reaction prediction with 1.9M reactions from USPTO patents (1976-2016). (1) Given the reactants P(Cl)(Cl)(Cl)=O.[Cl:6][C:7]1[CH:12]=[C:11]([O:13][CH3:14])[CH:10]=[CH:9][C:8]=1[C:15]1[N:16]=[C:17]2[C:22]([CH3:23])=[CH:21][C:20]([CH:24]([CH2:27][CH3:28])[CH2:25][CH3:26])=[CH:19][N:18]2[C:29]=1[C:30]([NH2:32])=O, predict the reaction product. The product is: [Cl:6][C:7]1[CH:12]=[C:11]([O:13][CH3:14])[CH:10]=[CH:9][C:8]=1[C:15]1[N:16]=[C:17]2[C:22]([CH3:23])=[CH:21][C:20]([CH:24]([CH2:27][CH3:28])[CH2:25][CH3:26])=[CH:19][N:18]2[C:29]=1[C:30]#[N:32]. (2) Given the reactants CC(C)(C)[C@H:3]([NH:8][C:9]([N:11]1[C:19]2[CH2:18][CH2:17][N:16]([CH3:20])[CH2:15][C:14]=2[C:13]([C:21]2[CH:26]=[C:25]([F:27])[C:24]([F:28])=[CH:23][C:22]=2F)=[N:12]1)=[O:10])[C:4](NC)=O.FC1C=C(C2C3CN(C(OC(C)(C)C)=O)CCC=3NN=2)C=CC=1F.[OH:56][CH:57]1CCN[CH2:59][CH2:58]1, predict the reaction product. The product is: [F:27][C:25]1[CH:26]=[C:21]([C:13]2[C:14]3[CH2:15][N:16]([CH3:20])[CH2:17][CH2:18][C:19]=3[N:11]([C:9]([N:8]3[CH2:59][CH2:58][CH:57]([OH:56])[CH2:4][CH2:3]3)=[O:10])[N:12]=2)[CH:22]=[CH:23][C:24]=1[F:28]. (3) Given the reactants N12CCCN=C1CCCCC2.Cl.[NH2:13][CH2:14][C:15]1[CH:23]=[CH:22][CH:21]=[C:20]2[C:16]=1[C:17](=[O:33])[N:18]([CH:25]1[CH2:30][CH2:29][C:28](=[O:31])[NH:27][C:26]1=[O:32])[C:19]2=[O:24].[C:34]([CH2:38][C:39](Cl)=[O:40])([CH3:37])([CH3:36])[CH3:35], predict the reaction product. The product is: [O:32]=[C:26]1[CH:25]([N:18]2[C:17](=[O:33])[C:16]3[C:20](=[CH:21][CH:22]=[CH:23][C:15]=3[CH2:14][NH:13][C:39](=[O:40])[CH2:38][C:34]([CH3:37])([CH3:36])[CH3:35])[C:19]2=[O:24])[CH2:30][CH2:29][C:28](=[O:31])[NH:27]1. (4) Given the reactants Br[C:2]1[CH:7]=[CH:6][N:5]=[C:4]([CH:8]2[CH2:10][CH2:9]2)[N:3]=1.[BH:11]([OH:13])[OH:12].O1BOBOB1, predict the reaction product. The product is: [CH:8]1([C:4]2[N:3]=[C:2]([B:11]([OH:13])[OH:12])[CH:7]=[CH:6][N:5]=2)[CH2:10][CH2:9]1. (5) Given the reactants [CH3:1][C:2]1([CH3:24])[C:11]2[C:6](=[CH:7][CH:8]=[C:9]([CH:12]([CH2:18][CH2:19][CH2:20][CH2:21][CH3:22])[C:13](OCC)=[O:14])[CH:10]=2)[NH:5][C:4](=O)[CH2:3]1, predict the reaction product. The product is: [CH3:1][C:2]1([CH3:24])[C:11]2[C:6](=[CH:7][CH:8]=[C:9]([CH:12]([CH2:18][CH2:19][CH2:20][CH2:21][CH3:22])[CH2:13][OH:14])[CH:10]=2)[NH:5][CH2:4][CH2:3]1. (6) Given the reactants [C:1]([O:4][CH2:5][C:6]1[CH:7]=[C:8]([CH:13]=[CH:14][C:15]=1Br)[C:9]([O:11][CH3:12])=[O:10])(=[O:3])[CH3:2].[C:17]1([CH3:26])[CH:22]=[CH:21][CH:20]=[CH:19][C:18]=1B(O)O.C(=O)([O-])[O-].[K+].[K+], predict the reaction product. The product is: [C:1]([O:4][CH2:5][C:6]1[CH:7]=[C:8]([C:9]([O:11][CH3:12])=[O:10])[CH:13]=[CH:14][C:15]=1[C:18]1[CH:19]=[CH:20][CH:21]=[CH:22][C:17]=1[CH3:26])(=[O:3])[CH3:2].